Dataset: Full USPTO retrosynthesis dataset with 1.9M reactions from patents (1976-2016). Task: Predict the reactants needed to synthesize the given product. The reactants are: [N:1]1([C:6]([NH:8][C:9]([S:11][CH3:12])=[NH:10])=[O:7])[CH:5]=[CH:4]N=C1.[F:13][C:14]1[CH:21]=[CH:20]C(CN)=[CH:16][CH:15]=1. Given the product [F:13][C:14]1[CH:21]=[CH:20][C:4]([CH2:5][NH:1][C:6]([NH:8][C:9]([S:11][CH3:12])=[NH:10])=[O:7])=[CH:16][CH:15]=1, predict the reactants needed to synthesize it.